Dataset: Full USPTO retrosynthesis dataset with 1.9M reactions from patents (1976-2016). Task: Predict the reactants needed to synthesize the given product. (1) Given the product [OH:33][C:30]([C:29]1[C:25]([C:24]([F:35])([F:34])[F:23])=[N:26][N:27]([CH2:2][C:3]2[CH:4]=[C:5]3[C:9](=[CH:10][CH:11]=2)[CH2:8][C@@H:7]([NH:12][S:13]([CH:16]([CH3:18])[CH3:17])(=[O:15])=[O:14])[CH2:6]3)[CH:28]=1)([CH3:32])[CH3:31], predict the reactants needed to synthesize it. The reactants are: O[CH2:2][C:3]1[CH:4]=[C:5]2[C:9](=[CH:10][CH:11]=1)[CH2:8][C@@H:7]([NH:12][S:13]([CH:16]([CH3:18])[CH3:17])(=[O:15])=[O:14])[CH2:6]2.S(Cl)(Cl)=O.[F:23][C:24]([F:35])([F:34])[C:25]1[C:29]([C:30]([OH:33])([CH3:32])[CH3:31])=[CH:28][NH:27][N:26]=1.C(=O)([O-])[O-].[K+].[K+]. (2) Given the product [N+:25]([C:22]1[CH:23]=[CH:24][C:18]2[NH:17][C:13]([C:12]3[CH:15]=[CH:16][C:9]([C:6]([O:8][CH3:28])=[O:7])=[CH:10][CH:11]=3)=[N:20][C:19]=2[CH:21]=1)([O-:27])=[O:26], predict the reactants needed to synthesize it. The reactants are: S(=O)(O)[O-].[Na+].[C:6]([C:9]1[CH:16]=[CH:15][C:12]([CH:13]=O)=[CH:11][CH:10]=1)([OH:8])=[O:7].[NH2:17][C:18]1[CH:24]=[CH:23][C:22]([N+:25]([O-:27])=[O:26])=[CH:21][C:19]=1[NH2:20].[CH2:28](O)C.